This data is from Full USPTO retrosynthesis dataset with 1.9M reactions from patents (1976-2016). The task is: Predict the reactants needed to synthesize the given product. Given the product [Br:3][C:4]1[CH:13]=[CH:12][CH:11]=[CH:10][C:5]=1[C:6]1[O:7][CH:14]=[N:9][N:8]=1, predict the reactants needed to synthesize it. The reactants are: N#N.[Br:3][C:4]1[CH:13]=[CH:12][CH:11]=[CH:10][C:5]=1[C:6]([NH:8][NH2:9])=[O:7].[CH:14](OCC)(OCC)OCC.